From a dataset of Peptide-MHC class II binding affinity with 134,281 pairs from IEDB. Regression. Given a peptide amino acid sequence and an MHC pseudo amino acid sequence, predict their binding affinity value. This is MHC class II binding data. (1) The peptide sequence is APSGRIVMELYADVV. The MHC is DRB1_0405 with pseudo-sequence DRB1_0405. The binding affinity (normalized) is 0.469. (2) The peptide sequence is VMDIISRKDQRGSGQVG. The MHC is DRB1_0404 with pseudo-sequence DRB1_0404. The binding affinity (normalized) is 0.0447. (3) The peptide sequence is AFKVDATAANAAPAN. The MHC is DRB1_0701 with pseudo-sequence DRB1_0701. The binding affinity (normalized) is 0.391. (4) The peptide sequence is SQDLELSWSLNGLQAY. The MHC is HLA-DQA10301-DQB10302 with pseudo-sequence HLA-DQA10301-DQB10302. The binding affinity (normalized) is 0.474.